Task: Predict which catalyst facilitates the given reaction.. Dataset: Catalyst prediction with 721,799 reactions and 888 catalyst types from USPTO (1) Reactant: [CH3:1][C:2]([CH3:33])([CH3:32])[C@@H:3]([OH:31])[C:4]([N:6]1[CH2:30][CH2:29][CH2:28][C@H:7]1[C:8]([NH:10][CH2:11][C:12]1[CH:17]=[C:16]([Cl:18])[CH:15]=[CH:14][C:13]=1[CH2:19][NH:20]C(OC(C)(C)C)=O)=[O:9])=[O:5].Cl. Product: [CH3:1][C:2]([CH3:33])([CH3:32])[C@@H:3]([OH:31])[C:4]([N:6]1[CH2:30][CH2:29][CH2:28][C@H:7]1[C:8]([NH:10][CH2:11][C:12]1[CH:17]=[C:16]([Cl:18])[CH:15]=[CH:14][C:13]=1[CH2:19][NH2:20])=[O:9])=[O:5]. The catalyst class is: 158. (2) Reactant: [S:1]1[CH:5]=[C:4]([C:6]2[CH:16]=[CH:15][C:9]([O:10][CH2:11][CH:12]3[CH2:14][O:13]3)=[CH:8][CH:7]=2)[C:3]2[CH:17]=[CH:18][CH:19]=[CH:20][C:2]1=2.[CH2:21]1[C:30]2[C:25](=[CH:26][CH:27]=[CH:28][CH:29]=2)[CH2:24][CH2:23][NH:22]1. Product: [S:1]1[CH:5]=[C:4]([C:6]2[CH:16]=[CH:15][C:9]([O:10][CH2:11][C@H:12]([OH:13])[CH2:14][N:22]3[CH2:23][CH2:24][C:25]4[C:30](=[CH:29][CH:28]=[CH:27][CH:26]=4)[CH2:21]3)=[CH:8][CH:7]=2)[C:3]2[CH:17]=[CH:18][CH:19]=[CH:20][C:2]1=2. The catalyst class is: 8. (3) Reactant: [CH2:1]([C:8]1([N:15]([CH3:17])[CH3:16])[CH2:13][CH2:12][C:11](=O)[CH2:10][CH2:9]1)[C:2]1[CH:7]=[CH:6][CH:5]=[CH:4][CH:3]=1.[CH2:18]([NH2:25])[C:19]1[CH:24]=[CH:23][CH:22]=[CH:21][CH:20]=1.C(O)(=O)C.[OH-].[Na+]. Product: [CH2:1]([C:8]1([N:15]([CH3:17])[CH3:16])[CH2:13][CH2:12][CH:11]([NH:25][CH2:18][C:19]2[CH:24]=[CH:23][CH:22]=[CH:21][CH:20]=2)[CH2:10][CH2:9]1)[C:2]1[CH:7]=[CH:6][CH:5]=[CH:4][CH:3]=1. The catalyst class is: 7. (4) The catalyst class is: 13. Reactant: [F:1][C:2]1[CH:7]=[C:6]([F:8])[CH:5]=[CH:4][C:3]=1[C:9]1[CH:10]=[C:11]([N:15]2[CH2:20][CH2:19][N:18](C(OC(C)(C)C)=O)[CH2:17][CH2:16]2)[CH:12]=[N:13][CH:14]=1.C(OCC)(=O)C.Cl. Product: [F:1][C:2]1[CH:7]=[C:6]([F:8])[CH:5]=[CH:4][C:3]=1[C:9]1[CH:10]=[C:11]([N:15]2[CH2:16][CH2:17][NH:18][CH2:19][CH2:20]2)[CH:12]=[N:13][CH:14]=1. (5) Reactant: [NH2:1][C:2]1[C:7]([Br:8])=[CH:6][N:5]=[C:4]([N:9]2[CH2:14][CH2:13][N:12]([C:15]([O:17][C:18]([CH3:21])([CH3:20])[CH3:19])=[O:16])[CH2:11][CH2:10]2)[N:3]=1.CO[CH:24](OC)[N:25]([CH3:27])[CH3:26]. Product: [Br:8][C:7]1[C:2]([N:1]=[CH:24][N:25]([CH3:27])[CH3:26])=[N:3][C:4]([N:9]2[CH2:10][CH2:11][N:12]([C:15]([O:17][C:18]([CH3:21])([CH3:20])[CH3:19])=[O:16])[CH2:13][CH2:14]2)=[N:5][CH:6]=1. The catalyst class is: 11. (6) Reactant: [F:1][C:2]1[CH:10]=[C:9]([F:11])[CH:8]=[C:7]([F:12])[C:3]=1[C:4]([OH:6])=[O:5].CN(C1C=CC=CN=1)C.[C:22](OC(OC(O[C:22]([CH3:25])([CH3:24])[CH3:23])=O)=O)([CH3:25])([CH3:24])[CH3:23]. Product: [F:1][C:2]1[CH:10]=[C:9]([F:11])[CH:8]=[C:7]([F:12])[C:3]=1[C:4]([O:6][C:22]([CH3:25])([CH3:24])[CH3:23])=[O:5]. The catalyst class is: 107. (7) Reactant: [Cl:1][C:2]1[C:3]([O:17][CH2:18][CH:19]2[CH2:22][C:21]([F:24])([F:23])[CH2:20]2)=[N:4][CH:5]=[C:6](B2OC(C)(C)C(C)(C)O2)[CH:7]=1.OO.S([O-])([O-:29])=S. Product: [Cl:1][C:2]1[CH:7]=[C:6]([OH:29])[CH:5]=[N:4][C:3]=1[O:17][CH2:18][CH:19]1[CH2:22][C:21]([F:24])([F:23])[CH2:20]1. The catalyst class is: 5. (8) Reactant: [NH3:1].[CH2:2]([O:4][C:5]([C:7]1[C:8]2[S:16][CH:15]=[C:14]([CH2:17][O:18][C:19]3[CH:24]=[CH:23][CH:22]=[C:21]([O:25][CH2:26][C:27]4[CH:32]=[CH:31][CH:30]=[C:29]([C:33]([F:36])([F:35])[F:34])[CH:28]=4)[CH:20]=3)[C:9]=2[C:10](Cl)=[N:11][CH:12]=1)=[O:6])[CH3:3]. Product: [CH2:2]([O:4][C:5]([C:7]1[C:8]2[S:16][CH:15]=[C:14]([CH2:17][O:18][C:19]3[CH:24]=[CH:23][CH:22]=[C:21]([O:25][CH2:26][C:27]4[CH:32]=[CH:31][CH:30]=[C:29]([C:33]([F:36])([F:35])[F:34])[CH:28]=4)[CH:20]=3)[C:9]=2[C:10]([NH2:1])=[N:11][CH:12]=1)=[O:6])[CH3:3]. The catalyst class is: 12. (9) Reactant: C1CN([P+](ON2N=NC3C=CC=CC2=3)(N2CCCC2)N2CCCC2)CC1.F[P-](F)(F)(F)(F)F.[Br:34][C:35]1[S:36][C:37]([NH:43][C:44]([O:46][C:47]([CH3:50])([CH3:49])[CH3:48])=[O:45])=[C:38]([C:40]([OH:42])=O)[N:39]=1.[NH2:51][C:52]1[CH:53]=[N:54][N:55]([CH3:74])[C:56]=1[N:57]1[CH2:63][C:62]([F:65])([F:64])[CH2:61][CH:60]([NH:66][C:67](=[O:73])[O:68][C:69]([CH3:72])([CH3:71])[CH3:70])[CH2:59][CH2:58]1.CCN(C(C)C)C(C)C. Product: [C:47]([O:46][C:44]([NH:43][C:37]1[S:36][C:35]([Br:34])=[N:39][C:38]=1[C:40]([NH:51][C:52]1[CH:53]=[N:54][N:55]([CH3:74])[C:56]=1[N:57]1[CH2:63][C:62]([F:65])([F:64])[CH2:61][CH:60]([NH:66][C:67](=[O:73])[O:68][C:69]([CH3:70])([CH3:71])[CH3:72])[CH2:59][CH2:58]1)=[O:42])=[O:45])([CH3:50])([CH3:49])[CH3:48]. The catalyst class is: 2. (10) Reactant: [CH2:1]([N:8]1[C:12]2([CH2:17][CH2:16][N:15]([C:18](=[O:27])[CH2:19][O:20][C:21]3[CH:26]=[CH:25][CH:24]=[CH:23][CH:22]=3)[CH2:14][CH2:13]2)[NH:11][C@@H:10]([CH2:28][C:29]2[CH:34]=[CH:33][CH:32]=[CH:31][CH:30]=2)[C:9]1=[O:35])[C:2]1[CH:7]=[CH:6][CH:5]=[CH:4][CH:3]=1.O.C[Si]([Cl:41])(C)C.CCOCC. Product: [ClH:41].[CH2:1]([N:8]1[C:12]2([CH2:17][CH2:16][N:15]([C:18](=[O:27])[CH2:19][O:20][C:21]3[CH:22]=[CH:23][CH:24]=[CH:25][CH:26]=3)[CH2:14][CH2:13]2)[NH:11][C@@H:10]([CH2:28][C:29]2[CH:30]=[CH:31][CH:32]=[CH:33][CH:34]=2)[C:9]1=[O:35])[C:2]1[CH:7]=[CH:6][CH:5]=[CH:4][CH:3]=1. The catalyst class is: 573.